Dataset: Catalyst prediction with 721,799 reactions and 888 catalyst types from USPTO. Task: Predict which catalyst facilitates the given reaction. (1) Reactant: [CH2:1]([C:8]1[CH:9]=[C:10]([CH:13]=[CH:14][CH:15]=1)[CH2:11]Cl)[C:2]1[CH:7]=[CH:6][CH:5]=[CH:4][CH:3]=1.Cl.[O:17]=[C:18]1[C:23]([C:24]([O:26][CH3:27])=[O:25])=[CH:22][CH:21]=[CH:20][NH:19]1.[H-].[Na+]. Product: [CH2:1]([C:8]1[CH:9]=[C:10]([CH:13]=[CH:14][CH:15]=1)[CH2:11][N:19]1[CH:20]=[CH:21][CH:22]=[C:23]([C:24]([O:26][CH3:27])=[O:25])[C:18]1=[O:17])[C:2]1[CH:7]=[CH:6][CH:5]=[CH:4][CH:3]=1. The catalyst class is: 3. (2) Reactant: Br[C:2]1[CH:3]=[C:4]([Cl:12])[CH:5]=[C:6]2[C:11]=1[N:10]=[CH:9][CH:8]=[CH:7]2.[NH2:13][C:14]1[N:19]=[CH:18][C:17]([C:20]([N:22]2[CH2:27][CH2:26][O:25][CH2:24][CH2:23]2)=[O:21])=[CH:16][CH:15]=1.CC1(C)C2C(=C(P(C3C=CC=CC=3)C3C=CC=CC=3)C=CC=2)OC2C(P(C3C=CC=CC=3)C3C=CC=CC=3)=CC=CC1=2.C(=O)([O-])[O-].[Cs+].[Cs+]. Product: [Cl:12][C:4]1[CH:5]=[C:6]2[C:11](=[C:2]([NH:13][C:14]3[N:19]=[CH:18][C:17]([C:20]([N:22]4[CH2:27][CH2:26][O:25][CH2:24][CH2:23]4)=[O:21])=[CH:16][CH:15]=3)[CH:3]=1)[N:10]=[CH:9][CH:8]=[CH:7]2. The catalyst class is: 12. (3) Reactant: C(Cl)(=O)C(Cl)=O.[CH2:7]([CH:11]([C:15]1[CH:20]=[C:19]([C:21]([F:24])([F:23])[F:22])[CH:18]=[C:17]([C:25]([F:28])([F:27])[F:26])[CH:16]=1)[C:12]([OH:14])=O)[CH2:8][CH:9]=[CH2:10].Cl.[O:30]=[C:31]1[CH2:36][CH2:35][C:34]([NH2:43])([C:37]2[CH:42]=[CH:41][CH:40]=[CH:39][CH:38]=2)[CH2:33][CH2:32]1.N1C=CC=CC=1. Product: [CH2:7]([CH:11]([C:15]1[CH:16]=[C:17]([C:25]([F:27])([F:28])[F:26])[CH:18]=[C:19]([C:21]([F:24])([F:22])[F:23])[CH:20]=1)[C:12]([NH:43][C:34]1([C:37]2[CH:42]=[CH:41][CH:40]=[CH:39][CH:38]=2)[CH2:33][CH2:32][C:31](=[O:30])[CH2:36][CH2:35]1)=[O:14])[CH2:8][CH:9]=[CH2:10]. The catalyst class is: 120. (4) Reactant: [Cl:1][C:2]1[CH:3]=[C:4]2[C:8](=[CH:9][CH:10]=1)[N:7]([CH2:11][C:12]([O:14]CCCC)=[O:13])[C:6]([CH3:19])=[C:5]2[C:20]1[C:29]2[C:24](=[CH:25][CH:26]=[CH:27][CH:28]=2)[C:23](=[O:30])[N:22]([CH2:31][C:32]2[CH:37]=[CH:36][CH:35]=[C:34]([F:38])[C:33]=2[F:39])[N:21]=1.FC(F)(F)C(O)=O. Product: [Cl:1][C:2]1[CH:3]=[C:4]2[C:8](=[CH:9][CH:10]=1)[N:7]([CH2:11][C:12]([OH:14])=[O:13])[C:6]([CH3:19])=[C:5]2[C:20]1[C:29]2[C:24](=[CH:25][CH:26]=[CH:27][CH:28]=2)[C:23](=[O:30])[N:22]([CH2:31][C:32]2[CH:37]=[CH:36][CH:35]=[C:34]([F:38])[C:33]=2[F:39])[N:21]=1. The catalyst class is: 6. (5) Product: [Pd:2].[S:11]1([C:22]2[C:17](=[CH:18][CH:19]=[CH:20][CH:21]=2)[C:15](=[O:16])[NH:14]1)(=[O:12])=[O:13]. Reactant: Cl[Pd:2]Cl.[Li+].[Cl-].CC([O-])=O.[Na+].[S:11]1([C:22]2[C:17](=[CH:18][CH:19]=[CH:20][CH:21]=2)[C:15](=[O:16])[NH:14]1)(=[O:13])=[O:12]. The catalyst class is: 24. (6) Reactant: [CH3:1][O:2][C:3]([C:5]1[C:13]([NH:14][C:15]2[CH:20]=[CH:19][CH:18]=[CH:17][C:16]=2[F:21])=[C:12]([F:22])[C:11]2[C:7](=[C:8]([CH3:24])[N:9]([CH3:23])[N:10]=2)[CH:6]=1)=[O:4].C1C(=O)N([I:32])C(=O)C1.C(O)(C(F)(F)F)=O. Product: [CH3:1][O:2][C:3]([C:5]1[C:13]([NH:14][C:15]2[CH:20]=[CH:19][C:18]([I:32])=[CH:17][C:16]=2[F:21])=[C:12]([F:22])[C:11]2[C:7](=[C:8]([CH3:24])[N:9]([CH3:23])[N:10]=2)[CH:6]=1)=[O:4]. The catalyst class is: 31. (7) Reactant: [CH3:1][O:2][C:3]1[N:11]=[CH:10][CH:9]=[CH:8][C:4]=1[C:5](O)=[O:6].CN1CCOCC1.[Cl:19]C(OCC(C)C)=O.[BH4-].[Na+]. Product: [ClH:19].[CH3:1][O:2][C:3]1[C:4]([CH2:5][OH:6])=[CH:8][CH:9]=[CH:10][N:11]=1. The catalyst class is: 36. (8) Reactant: [C:1]([C:3]1[CH:4]=[CH:5][C:6]2[O:11][CH2:10][C:9](=[O:12])[N:8]([CH2:13][CH2:14][C@H:15]3[CH2:20][CH2:19][C@H:18]([NH:21][CH2:22][C:23]4[CH:24]=[CH:25][C:26]5[O:27][CH2:28][C:29](=[O:33])[NH:30][C:31]=5[N:32]=4)[CH2:17][N:16]3C(OC(C)(C)C)=O)[C:7]=2[CH:41]=1)#[N:2].Cl.O1CCOCC1. Product: [O:12]=[C:9]1[N:8]([CH2:13][CH2:14][C@H:15]2[CH2:20][CH2:19][C@H:18]([NH:21][CH2:22][C:23]3[CH:24]=[CH:25][C:26]4[O:27][CH2:28][C:29](=[O:33])[NH:30][C:31]=4[N:32]=3)[CH2:17][NH:16]2)[C:7]2[CH:41]=[C:3]([C:1]#[N:2])[CH:4]=[CH:5][C:6]=2[O:11][CH2:10]1. The catalyst class is: 12.